Dataset: Reaction yield outcomes from USPTO patents with 853,638 reactions. Task: Predict the reaction yield, written as a fraction of the theoretical maximum amount of product (1.0 means a 100% yield; for example, 0.34 means a 34% yield). (1) The reactants are [NH2:1][CH:2]([C:7]([OH:9])=[O:8])[CH2:3][CH:4]([CH3:6])[CH3:5].[CH2:10](O)[CH2:11][CH2:12][CH2:13][CH2:14][CH2:15][CH2:16][CH2:17][CH2:18][CH2:19][CH2:20][CH3:21].CC1C=CC(S(O)(=O)=O)=CC=1. The catalyst is C1(C)C=CC=CC=1. The product is [NH2:1][CH:2]([CH2:3][CH:4]([CH3:6])[CH3:5])[C:7]([O:9][CH2:21][CH2:20][CH2:19][CH2:18][CH2:17][CH2:16][CH2:15][CH2:14][CH2:13][CH2:12][CH2:11][CH3:10])=[O:8]. The yield is 0.919. (2) The reactants are O(S(C(F)(F)F)(=O)=O)S(C(F)(F)F)(=O)=O.[CH2:16]([O:23][N:24]1[C:30](=[O:31])[N:29]2[CH2:32][C@H:25]1[CH2:26][CH2:27][C@H:28]2[C:33]([NH:35][NH:36][C:37](=[O:49])[CH2:38][CH2:39][N:40]([CH3:48])[C:41](=[O:47])[O:42][C:43]([CH3:46])([CH3:45])[CH3:44])=O)[C:17]1[CH:22]=[CH:21][CH:20]=[CH:19][CH:18]=1.N1C=CC=CC=1.C([O-])(O)=O.[Na+]. The catalyst is C(Cl)Cl. The product is [CH2:16]([O:23][N:24]1[C:30](=[O:31])[N:29]2[CH2:32][C@H:25]1[CH2:26][CH2:27][C@H:28]2[C:33]1[O:49][C:37]([CH2:38][CH2:39][N:40]([CH3:48])[C:41](=[O:47])[O:42][C:43]([CH3:44])([CH3:45])[CH3:46])=[N:36][N:35]=1)[C:17]1[CH:22]=[CH:21][CH:20]=[CH:19][CH:18]=1. The yield is 0.510. (3) The reactants are [OH:1][C:2]1[C:7](=[O:8])[CH:6]=[CH:5][N:4]([CH3:9])[C:3]=1[CH3:10].[C:11]1([S:17](Cl)(=[O:19])=[O:18])[CH:16]=[CH:15][CH:14]=[CH:13][CH:12]=1. The catalyst is N1C=CC=CC=1. The product is [C:11]1([S:17]([O:1][C:2]2[C:7](=[O:8])[CH:6]=[CH:5][N:4]([CH3:9])[C:3]=2[CH3:10])(=[O:19])=[O:18])[CH:16]=[CH:15][CH:14]=[CH:13][CH:12]=1. The yield is 0.430. (4) The reactants are CC(C)(C)C([NH:5][C:6]1[C:11]([CH2:12][CH2:13][C:14]([O:16][CH2:17]CCC)=O)=[CH:10][CH:9]=[C:8]([O:21]C)[N:7]=1)=O.Cl.C(=O)([O-])[O-].[K+].[K+]. The catalyst is O. The product is [CH3:17][O:16][C:14]1[N:5]=[C:6]2[C:11]([CH2:10][CH2:9][C:8](=[O:21])[NH:7]2)=[CH:12][CH:13]=1. The yield is 0.790. (5) The reactants are Br[C:2]1[C:11]2[C:6](=[CH:7][CH:8]=[CH:9][CH:10]=2)[CH:5]=[CH:4][C:3]=1[O:12][CH2:13][CH2:14][N:15]1[CH2:20][CH2:19][CH2:18][CH2:17][CH2:16]1.[Li+].CCC[CH2-].[B:26](OC)([O:29]C)[O:27]C. The catalyst is O1CCCC1. The product is [N:15]1([CH2:14][CH2:13][O:12][C:3]2[CH:2]=[C:11]3[C:6](=[CH:5][CH:4]=2)[CH:7]=[C:8]([B:26]([OH:29])[OH:27])[CH:9]=[CH:10]3)[CH2:20][CH2:19][CH2:18][CH2:17][CH2:16]1. The yield is 1.00.